From a dataset of Full USPTO retrosynthesis dataset with 1.9M reactions from patents (1976-2016). Predict the reactants needed to synthesize the given product. (1) Given the product [F:8][C:5]1[CH:6]=[CH:7][C:2]([C:13]#[C:12][C:14]2[CH:15]=[N:16][CH:17]=[C:18]([CH:21]=2)[C:19]#[N:20])=[CH:3][C:4]=1[N+:9]([O-:11])=[O:10], predict the reactants needed to synthesize it. The reactants are: Br[C:2]1[CH:7]=[CH:6][C:5]([F:8])=[C:4]([N+:9]([O-:11])=[O:10])[CH:3]=1.[C:12]([C:14]1[CH:15]=[N:16][CH:17]=[C:18]([CH:21]=1)[C:19]#[N:20])#[CH:13]. (2) Given the product [N:1]1[CH:2]=[CH:3][N:4]2[C:9]([C:10]3[CH:16]=[CH:15][C:13]([NH:14][C:19]4[C:24]5[CH:25]=[CH:26][O:27][C:23]=5[CH:22]=[CH:21][N:20]=4)=[CH:12][C:11]=3[CH3:17])=[CH:8][CH:7]=[CH:6][C:5]=12, predict the reactants needed to synthesize it. The reactants are: [N:1]1[CH:2]=[CH:3][N:4]2[C:9]([C:10]3[CH:16]=[CH:15][C:13]([NH2:14])=[CH:12][C:11]=3[CH3:17])=[CH:8][CH:7]=[CH:6][C:5]=12.Cl[C:19]1[C:24]2[CH:25]=[CH:26][O:27][C:23]=2[CH:22]=[CH:21][N:20]=1.C(=O)([O-])[O-].[Cs+].[Cs+].C1(P(C2C=CC=CC=2)C2C3OC4C(=CC=CC=4P(C4C=CC=CC=4)C4C=CC=CC=4)C(C)(C)C=3C=CC=2)C=CC=CC=1. (3) Given the product [Br:1][C:2]1[CH:11]=[CH:10][C:9]2[C:4](=[CH:5][CH:6]=[C:7]([Cl:12])[CH:8]=2)[C:3]=1[CH:13]=[O:14], predict the reactants needed to synthesize it. The reactants are: [Br:1][C:2]1[CH2:11][CH2:10][C:9]2[C:4](=[CH:5][CH:6]=[C:7]([Cl:12])[CH:8]=2)[C:3]=1[CH:13]=[O:14].ClC1C(=O)C(C#N)=C(C#N)C(=O)C=1Cl. (4) Given the product [CH3:8][C:7]1[C:2]([C:14]2[CH:15]=[CH:16][C:11]([C:10]([F:21])([F:20])[F:9])=[CH:12][CH:13]=2)=[N:3][CH:4]=[CH:5][CH:6]=1, predict the reactants needed to synthesize it. The reactants are: Cl[C:2]1[C:7]([CH3:8])=[CH:6][CH:5]=[CH:4][N:3]=1.[F:9][C:10]([F:21])([F:20])[C:11]1[CH:16]=[CH:15][C:14](B(O)O)=[CH:13][CH:12]=1. (5) The reactants are: [C:1]([C:3]1[CH:4]=[C:5]([CH3:12])[C:6]([C:9](O)=[O:10])=[N:7][CH:8]=1)#[N:2].C(Cl)(=O)C([Cl:16])=O.CN(C)C=O. Given the product [C:1]([C:3]1[CH:4]=[C:5]([CH3:12])[C:6]([C:9]([Cl:16])=[O:10])=[N:7][CH:8]=1)#[N:2], predict the reactants needed to synthesize it. (6) Given the product [BrH:2].[O:5]=[C:4]([C:6]1[CH:11]=[CH:10][CH:9]=[CH:8][N:7]=1)[CH2:3][N+:12]1[CH:17]=[CH:16][CH:15]=[CH:14][CH:13]=1, predict the reactants needed to synthesize it. The reactants are: Br.[Br:2][CH2:3][C:4]([C:6]1[CH:11]=[CH:10][CH:9]=[CH:8][N:7]=1)=[O:5].[N:12]1[CH:17]=[CH:16][CH:15]=[CH:14][CH:13]=1. (7) Given the product [F:1][C:2]1[CH:16]=[CH:15][C:5]2[N:6]([CH:12]([CH3:13])[CH3:14])[C:7](=[O:11])[CH:8]([I:25])[CH2:9][O:10][C:4]=2[CH:3]=1, predict the reactants needed to synthesize it. The reactants are: [F:1][C:2]1[CH:16]=[CH:15][C:5]2[N:6]([CH:12]([CH3:14])[CH3:13])[C:7](=[O:11])[CH2:8][CH2:9][O:10][C:4]=2[CH:3]=1.CN(C)CCN(C)C.[I:25][Si](C)(C)C.II.